This data is from Full USPTO retrosynthesis dataset with 1.9M reactions from patents (1976-2016). The task is: Predict the reactants needed to synthesize the given product. (1) Given the product [CH:29]1([CH2:28][N:8]2[C:7]3[CH:9]=[CH:10][CH:11]=[CH:12][C:6]=3[O:5][C@H:4]([C:13]3[CH:18]=[CH:17][CH:16]=[CH:15][CH:14]=3)[C@H:3]([NH:19][C:20](=[O:26])[O:21][C:22]([CH3:23])([CH3:25])[CH3:24])[C:2]2=[O:1])[CH2:31][CH2:30]1, predict the reactants needed to synthesize it. The reactants are: [O:1]=[C:2]1[NH:8][C:7]2[CH:9]=[CH:10][CH:11]=[CH:12][C:6]=2[O:5][C@H:4]([C:13]2[CH:18]=[CH:17][CH:16]=[CH:15][CH:14]=2)[C@@H:3]1[NH:19][C:20](=[O:26])[O:21][C:22]([CH3:25])([CH3:24])[CH3:23].Br[CH2:28][CH:29]1[CH2:31][CH2:30]1.C(=O)([O-])[O-].[Cs+].[Cs+]. (2) Given the product [C:1]([N:5]1[C:9]([C:10]2[CH:15]=[CH:14][C:13]([F:16])=[CH:12][CH:11]=2)=[C:8]([C:17]2[S:18][CH2:19][CH:20]([C:22]([NH:33][CH2:32][CH2:31][CH:28]3[CH2:29][CH2:30][O:25][CH2:26][CH2:27]3)=[O:24])[N:21]=2)[CH:7]=[N:6]1)([CH3:2])([CH3:4])[CH3:3], predict the reactants needed to synthesize it. The reactants are: [C:1]([N:5]1[C:9]([C:10]2[CH:15]=[CH:14][C:13]([F:16])=[CH:12][CH:11]=2)=[C:8]([C:17]2[S:18][CH2:19][CH:20]([C:22]([OH:24])=O)[N:21]=2)[CH:7]=[N:6]1)([CH3:4])([CH3:3])[CH3:2].[O:25]1[CH2:30][CH2:29][CH:28]([CH2:31][CH2:32][NH2:33])[CH2:27][CH2:26]1. (3) Given the product [CH3:22][C:18]1[N:19]=[C:20]([CH3:21])[C:15]2[N:16]([CH:23]=[C:13]([C:7]3[C:8](=[O:12])[O:9][C:10]4[C:5]([CH:6]=3)=[CH:4][CH:3]=[C:2]([NH:42][C@H:39]3[CH2:40][CH2:41][N:37]([C:30]([O:32][C:33]([CH3:36])([CH3:35])[CH3:34])=[O:31])[CH2:38]3)[CH:11]=4)[N:14]=2)[CH:17]=1, predict the reactants needed to synthesize it. The reactants are: Br[C:2]1[CH:11]=[C:10]2[C:5]([CH:6]=[C:7]([C:13]3[N:14]=[C:15]4[C:20]([CH3:21])=[N:19][C:18]([CH3:22])=[CH:17][N:16]4[CH:23]=3)[C:8](=[O:12])[O:9]2)=[CH:4][CH:3]=1.C([O-])([O-])=O.[Cs+].[Cs+].[C:30]([N:37]1[CH2:41][CH2:40][C@H:39]([NH2:42])[CH2:38]1)([O:32][C:33]([CH3:36])([CH3:35])[CH3:34])=[O:31].COCCOC. (4) The reactants are: [Br:1][C:2]1[CH:7]=[CH:6][C:5]([CH:8]([S:13]([NH2:16])(=[O:15])=[O:14])[C:9]([OH:12])([CH3:11])[CH3:10])=[CH:4][CH:3]=1.[CH3:17][O:18][C:19](OC)(OC)OC. Given the product [Br:1][C:2]1[CH:7]=[CH:6][C:5]([CH:8]2[C:9]([CH3:11])([CH3:10])[O:12][C:17]([O:18][CH3:19])=[N:16][S:13]2(=[O:14])=[O:15])=[CH:4][CH:3]=1, predict the reactants needed to synthesize it.